From a dataset of Full USPTO retrosynthesis dataset with 1.9M reactions from patents (1976-2016). Predict the reactants needed to synthesize the given product. (1) Given the product [CH:25]1([S:28]([N:12]2[C:5]3[C:6]4[O:10][C:9]([CH3:11])=[N:8][C:7]=4[C:2]([F:1])=[C:3]([F:24])[C:4]=3[N:14]([C:15]3[CH:20]=[CH:19][C:18]([I:21])=[CH:17][C:16]=3[F:22])[C:13]2=[O:23])(=[O:30])=[O:29])[CH2:27][CH2:26]1, predict the reactants needed to synthesize it. The reactants are: [F:1][C:2]1[C:7]2[N:8]=[C:9]([CH3:11])[O:10][C:6]=2[C:5]2[NH:12][C:13](=[O:23])[N:14]([C:15]3[CH:20]=[CH:19][C:18]([I:21])=[CH:17][C:16]=3[F:22])[C:4]=2[C:3]=1[F:24].[CH:25]1([S:28](Cl)(=[O:30])=[O:29])[CH2:27][CH2:26]1. (2) Given the product [F:1][C:2]([F:6])([F:5])[CH2:3][O:4][C:11]1[CH:12]=[CH:13][C:14]2[N:15]([C:17]([NH2:20])=[N:18][N:19]=2)[N:16]=1, predict the reactants needed to synthesize it. The reactants are: [F:1][C:2]([F:6])([F:5])[CH2:3][OH:4].[H-].[Na+].Br.Cl[C:11]1[CH:12]=[CH:13][C:14]2[N:15]([C:17]([NH2:20])=[N:18][N:19]=2)[N:16]=1. (3) Given the product [Br:22][C:23]1[CH:28]=[C:27]([CH2:29][CH:9]([C:10]2[CH:11]=[CH:12][CH:13]=[CH:14][CH:15]=2)[C:7]([C:1]2[CH:2]=[CH:3][CH:4]=[CH:5][CH:6]=2)=[O:8])[CH:26]=[CH:25][C:24]=1[I:31], predict the reactants needed to synthesize it. The reactants are: [C:1]1([C:7]([CH2:9][C:10]2[CH:15]=[CH:14][CH:13]=[CH:12][CH:11]=2)=[O:8])[CH:6]=[CH:5][CH:4]=[CH:3][CH:2]=1.CC(C)([O-])C.[K+].[Br:22][C:23]1[CH:28]=[C:27]([CH2:29]Br)[CH:26]=[CH:25][C:24]=1[I:31]. (4) Given the product [C:19]1([CH3:24])[CH:20]=[CH:21][CH:22]=[CH:23][C:18]=1[C:17]1[CH:16]=[C:3]2[C:2]([CH:1]3[CH2:7][CH:4]2[CH2:5][CH2:6]3)=[N:28][N:27]=1, predict the reactants needed to synthesize it. The reactants are: [CH:1]12[CH2:7][CH:4]([CH2:5][CH2:6]1)[C:3](=O)[C:2]2=O.COP([CH2:16][C:17](=O)[C:18]1[CH:23]=[CH:22][CH:21]=[CH:20][C:19]=1[CH3:24])(=O)OC.O.[NH2:27][NH2:28].